From a dataset of Reaction yield outcomes from USPTO patents with 853,638 reactions. Predict the reaction yield, written as a fraction of the theoretical maximum amount of product (1.0 means a 100% yield; for example, 0.34 means a 34% yield). (1) The reactants are [N:1]1([CH2:7][CH2:8][OH:9])[CH2:6][CH2:5][NH:4][CH2:3][CH2:2]1.[Br:10][C:11]1[CH:12]=[CH:13][C:14]([C:17](O)=[O:18])=[N:15][CH:16]=1.CN(C(ON1N=NC2C=CC=CC1=2)=[N+](C)C)C.F[P-](F)(F)(F)(F)F.C1C=CC2N(O)N=NC=2C=1.CCN(C(C)C)C(C)C. The catalyst is CN(C=O)C.CCOC(C)=O. The product is [Br:10][C:11]1[CH:12]=[CH:13][C:14]([C:17]([N:4]2[CH2:5][CH2:6][N:1]([CH2:7][CH2:8][OH:9])[CH2:2][CH2:3]2)=[O:18])=[N:15][CH:16]=1. The yield is 0.650. (2) The reactants are [CH3:1][C:2]1[CH:3]=[C:4]2[C:8](=[C:9]([N+:11]([O-:13])=[O:12])[CH:10]=1)[NH:7]C(=O)[C:5]2=[O:15].[OH:16]O.Cl. The catalyst is [OH-].[Na+].O. The product is [NH2:7][C:8]1[C:9]([N+:11]([O-:13])=[O:12])=[CH:10][C:2]([CH3:1])=[CH:3][C:4]=1[C:5]([OH:15])=[O:16]. The yield is 0.850. (3) The reactants are [CH3:1][N:2]1[C:10]2[CH:9]=[C:8]([N:11]3[CH:16]=[CH:15][C:14]([C:17]4[N:18]=[N:19][C:20]([CH3:23])=[CH:21][CH:22]=4)=[CH:13][C:12]3=[O:24])[CH:7]=[CH:6][C:5]=2[C:4]2[CH2:25][NH:26][CH2:27][CH2:28][C:3]1=2.[C:29]1(N)C(F)=C(F)C(F)=C(N)C=1F.[ClH:41].Cl. No catalyst specified. The product is [ClH:41].[ClH:41].[CH3:29][N:26]1[CH2:27][CH2:28][C:3]2[N:2]([CH3:1])[C:10]3[CH:9]=[C:8]([N:11]4[CH:16]=[CH:15][C:14]([C:17]5[N:18]=[N:19][C:20]([CH3:23])=[CH:21][CH:22]=5)=[CH:13][C:12]4=[O:24])[CH:7]=[CH:6][C:5]=3[C:4]=2[CH2:25]1. The yield is 0.740. (4) The reactants are [C:1]([O:20][CH2:21][C@@H:22]([O:44][C:45](=[O:63])[CH2:46][CH2:47][CH2:48][CH2:49][CH2:50][CH2:51][CH2:52]/[CH:53]=[CH:54]\[CH2:55][CH2:56][CH2:57][CH2:58][CH2:59][CH2:60][CH2:61][CH3:62])[CH2:23][O:24][P:25]([O:28][CH2:29][CH2:30][NH:31][C:32](=[O:43])[CH2:33][NH:34][C:35](=[O:42])[CH2:36][NH:37][C:38](=[O:41])[CH2:39][NH2:40])([OH:27])=[O:26])(=[O:19])[CH2:2][CH2:3][CH2:4][CH2:5][CH2:6][CH2:7][CH2:8]/[CH:9]=[CH:10]\[CH2:11][CH2:12][CH2:13][CH2:14][CH2:15][CH2:16][CH2:17][CH3:18].[CH3:64][C:65]1[CH2:70][CH2:69][CH2:68][C:67]([CH3:72])([CH3:71])[C:66]=1/[CH:73]=[CH:74]/[C:75](/[CH3:85])=[CH:76]/[CH:77]=[CH:78]/[C:79](/[CH3:84])=[CH:80]/[C:81](O)=[O:82].F[P-](F)(F)(F)(F)F.C[N+](C)=C(N(C)C)ON1C2N=CC=CC=2N=N1.C(N(CC)C(C)C)(C)C.[Al]. The catalyst is CN(C)C=O.ClCCl.O. The product is [C:1]([O:20][CH2:21][C@@H:22]([O:44][C:45](=[O:63])[CH2:46][CH2:47][CH2:48][CH2:49][CH2:50][CH2:51][CH2:52]/[CH:53]=[CH:54]\[CH2:55][CH2:56][CH2:57][CH2:58][CH2:59][CH2:60][CH2:61][CH3:62])[CH2:23][O:24][P:25]([O:28][CH2:29][CH2:30][NH:31][C:32](=[O:43])[CH2:33][NH:34][C:35](=[O:42])[CH2:36][NH:37][C:38](=[O:41])[CH2:39][NH:40][C:81](=[O:82])/[CH:80]=[C:79](\[CH3:84])/[CH:78]=[CH:77]/[CH:76]=[C:75](\[CH3:85])/[CH:74]=[CH:73]/[C:66]1[C:67]([CH3:71])([CH3:72])[CH2:68][CH2:69][CH2:70][C:65]=1[CH3:64])([OH:27])=[O:26])(=[O:19])[CH2:2][CH2:3][CH2:4][CH2:5][CH2:6][CH2:7][CH2:8]/[CH:9]=[CH:10]\[CH2:11][CH2:12][CH2:13][CH2:14][CH2:15][CH2:16][CH2:17][CH3:18]. The yield is 0.700.